Predict the reactants needed to synthesize the given product. From a dataset of Full USPTO retrosynthesis dataset with 1.9M reactions from patents (1976-2016). Given the product [CH3:1][C:2]([S:5]([NH2:7])=[O:6])([CH3:4])[CH3:3].[F:20][C:21]1[CH:22]=[C:23]([C@@H:8]([C:9]2[N:13]([CH3:14])[CH:12]=[N:11][CH:10]=2)[NH:7][S@@:5]([C:2]([CH3:1])([CH3:3])[CH3:4])=[O:6])[CH:24]=[CH:25][C:26]=1[O:27][CH3:28], predict the reactants needed to synthesize it. The reactants are: [CH3:1][C:2]([S@:5](/[N:7]=[CH:8]/[C:9]1[N:13]([CH3:14])[CH:12]=[N:11][CH:10]=1)=[O:6])([CH3:4])[CH3:3].C1COCC1.[F:20][C:21]1[CH:22]=[C:23]([Mg]Br)[CH:24]=[CH:25][C:26]=1[O:27][CH3:28].